From a dataset of Full USPTO retrosynthesis dataset with 1.9M reactions from patents (1976-2016). Predict the reactants needed to synthesize the given product. Given the product [C:3]([OH:8])(=[O:7])[C:4]([OH:6])=[O:5].[CH2:9]([O:16][NH:17][CH:18]1[CH2:23][NH:22][C@H:21]([C:24]#[N:25])[CH2:20][CH2:19]1)[C:10]1[CH:15]=[CH:14][CH:13]=[CH:12][CH:11]=1, predict the reactants needed to synthesize it. The reactants are: O.O.[C:3]([OH:8])(=[O:7])[C:4]([OH:6])=[O:5].[CH2:9]([O:16][NH:17][CH:18]1[CH2:23][NH:22][C@H:21]([C:24]#[N:25])[CH2:20][CH2:19]1)[C:10]1[CH:15]=[CH:14][CH:13]=[CH:12][CH:11]=1.